From a dataset of Full USPTO retrosynthesis dataset with 1.9M reactions from patents (1976-2016). Predict the reactants needed to synthesize the given product. (1) Given the product [F:1][C:2]([F:36])([F:35])[C:3]1[CH:30]=[C:29]([C:31]([F:34])([F:32])[F:33])[CH:28]=[CH:27][C:4]=1[CH2:5][N:6]1[C:14]2[C:9](=[CH:10][C:11](/[CH:15]=[C:16]3/[C:17](=[O:26])[N:18]([CH2:22][C:23]([NH:42][S:39](=[O:41])(=[O:40])[N:38]([CH3:43])[CH3:37])=[O:24])[C:19](=[O:21])[S:20]/3)=[CH:12][CH:13]=2)[CH:8]=[N:7]1, predict the reactants needed to synthesize it. The reactants are: [F:1][C:2]([F:36])([F:35])[C:3]1[CH:30]=[C:29]([C:31]([F:34])([F:33])[F:32])[CH:28]=[CH:27][C:4]=1[CH2:5][N:6]1[C:14]2[C:9](=[CH:10][C:11](/[CH:15]=[C:16]3/[C:17](=[O:26])[N:18]([CH2:22][C:23](O)=[O:24])[C:19](=[O:21])[S:20]/3)=[CH:12][CH:13]=2)[CH:8]=[N:7]1.[CH3:37][N:38]([CH3:43])[S:39]([NH2:42])(=[O:41])=[O:40]. (2) Given the product [Cl:36][C:37]1[CH:38]=[CH:39][C:40]2[N:46]3[CH:47]=[CH:48][CH:49]=[C:45]3[C@@H:44]([CH2:50][CH2:51][N:52]3[C:56]([CH2:57][O:58][C:59]([CH3:64])([CH3:65])[C:60]([OH:62])=[O:61])=[CH:55][N:54]=[N:53]3)[O:43][C@H:42]([C:66]3[CH:71]=[CH:70][CH:69]=[C:68]([O:72][CH3:73])[C:67]=3[O:74][CH3:75])[C:41]=2[CH:76]=1, predict the reactants needed to synthesize it. The reactants are: ClC1C=CC2N3C=CC=C3[C@@H](CCN3C=C(C(O)=O)N=N3)O[C@H](C3C=CC=C(OC)C=3OC)C=2C=1.[Cl:36][C:37]1[CH:38]=[CH:39][C:40]2[N:46]3[CH:47]=[CH:48][CH:49]=[C:45]3[C@@H:44]([CH2:50][CH2:51][N:52]3[C:56]([CH2:57][O:58][C:59]([CH3:65])([CH3:64])[C:60]([O:62]C)=[O:61])=[CH:55][N:54]=[N:53]3)[O:43][C@H:42]([C:66]3[CH:71]=[CH:70][CH:69]=[C:68]([O:72][CH3:73])[C:67]=3[O:74][CH3:75])[C:41]=2[CH:76]=1.C(=O)([O-])[O-].[K+].[K+]. (3) Given the product [CH3:34][NH:35][C:29]([C:10]1[C:11]([NH:13][C:14]2[CH:19]=[CH:18][N:17]=[C:16]([NH:20][CH2:21][CH2:22][C:23]3[CH:28]=[CH:27][CH:26]=[CH:25][N:24]=3)[N:15]=2)=[N:12][C:7]([C:1]2[CH:2]=[CH:3][CH:4]=[CH:5][CH:6]=2)=[N:8][CH:9]=1)=[O:31], predict the reactants needed to synthesize it. The reactants are: [C:1]1([C:7]2[N:12]=[C:11]([NH:13][C:14]3[CH:19]=[CH:18][N:17]=[C:16]([NH:20][CH2:21][CH2:22][C:23]4[CH:28]=[CH:27][CH:26]=[CH:25][N:24]=4)[N:15]=3)[C:10]([C:29]([O:31]CC)=O)=[CH:9][N:8]=2)[CH:6]=[CH:5][CH:4]=[CH:3][CH:2]=1.[CH3:34][NH2:35].